From a dataset of Forward reaction prediction with 1.9M reactions from USPTO patents (1976-2016). Predict the product of the given reaction. (1) Given the reactants COCC1N2C(C=CC=C2)=CC=1.C[Si](C)(C)[C:15]#[C:16]/[CH:17]=[CH:18]\[C:19]1[CH:24]=[CH:23][CH:22]=[CH:21][N:20]=1.[F-].[K+].[C:29]([OH:33])([CH3:32])([CH3:31])[CH3:30], predict the reaction product. The product is: [C:29]([O:33][CH2:15][C:16]1[N:20]2[C:19]([CH:24]=[CH:23][CH:22]=[CH:21]2)=[CH:18][CH:17]=1)([CH3:32])([CH3:31])[CH3:30]. (2) Given the reactants [CH:1](=[C:3]1/[C:4](=[O:24])[CH2:5][CH2:6][CH2:7][C:8]2[CH:16]=[C:15]3[C:11]([CH:12]=[N:13][N:14]3[C:17]3[CH:22]=[CH:21][C:20]([F:23])=[CH:19][CH:18]=3)=[CH:10][C:9]/1=2)\[CH3:2], predict the reaction product. The product is: [CH2:1]([CH:3]1[C:9]2[CH:10]=[C:11]3[C:15](=[CH:16][C:8]=2[CH2:7][CH2:6][CH2:5][C:4]1=[O:24])[N:14]([C:17]1[CH:18]=[CH:19][C:20]([F:23])=[CH:21][CH:22]=1)[N:13]=[CH:12]3)[CH3:2]. (3) Given the reactants [C:1]([O:5][C:6]([NH:8][C@@H:9]([CH2:13][O:14][C:15]1[CH:20]=[C:19]([CH3:21])[CH:18]=[CH:17][C:16]=1[N+:22]([O-])=O)[C:10]([OH:12])=[O:11])=[O:7])([CH3:4])([CH3:3])[CH3:2], predict the reaction product. The product is: [NH2:22][C:16]1[CH:17]=[CH:18][C:19]([CH3:21])=[CH:20][C:15]=1[O:14][CH2:13][C@H:9]([NH:8][C:6]([O:5][C:1]([CH3:2])([CH3:3])[CH3:4])=[O:7])[C:10]([OH:12])=[O:11]. (4) Given the reactants [NH2:1][C:2]1[CH:3]=[C:4]([C:8]2[C:17]3[C:12](=[CH:13][C:14]([CH3:20])=[C:15](Br)[C:16]=3[CH3:18])[O:11][C:10](=[O:21])[CH:9]=2)[CH:5]=[CH:6][CH:7]=1.Br[CH2:23][C:24]1[CH:29]=[CH:28][C:27](B(O)O)=[CH:26][CH:25]=1.[NH:33]1[CH2:38][CH2:37][O:36][CH2:35][CH2:34]1.C([O-])([O-])=O.[K+].[K+], predict the reaction product. The product is: [NH2:1][C:2]1[CH:3]=[C:4]([C:8]2[C:17]3[C:12](=[CH:13][C:14]([CH3:20])=[C:15]([C:27]4[CH:28]=[CH:29][C:24]([CH2:23][N:33]5[CH2:38][CH2:37][O:36][CH2:35][CH2:34]5)=[CH:25][CH:26]=4)[C:16]=3[CH3:18])[O:11][C:10](=[O:21])[CH:9]=2)[CH:5]=[CH:6][CH:7]=1. (5) The product is: [C:46]([C:42]1[CH:41]=[C:40]([C:2]2[C:3]([C@@H:8]([NH:18][C:19](=[O:31])[CH2:20][C:21]3[C:29]4[C:24](=[CH:25][CH:26]=[C:27]([F:30])[CH:28]=4)[NH:23][CH:22]=3)[CH2:9][C:10]3[CH:11]=[C:12]([F:17])[CH:13]=[C:14]([F:16])[CH:15]=3)=[N:4][CH:5]=[CH:6][CH:7]=2)[CH:45]=[CH:44][N:43]=1)#[N:47]. Given the reactants Br[C:2]1[C:3]([C@@H:8]([NH:18][C:19](=[O:31])[CH2:20][C:21]2[C:29]3[C:24](=[CH:25][CH:26]=[C:27]([F:30])[CH:28]=3)[NH:23][CH:22]=2)[CH2:9][C:10]2[CH:15]=[C:14]([F:16])[CH:13]=[C:12]([F:17])[CH:11]=2)=[N:4][CH:5]=[CH:6][CH:7]=1.CC1(C)C(C)(C)OB([C:40]2[CH:45]=[CH:44][N:43]=[C:42]([C:46]#[N:47])[CH:41]=2)O1, predict the reaction product. (6) Given the reactants [C:1]([OH:10])([C:4]1[CH:9]=[CH:8][CH:7]=[CH:6][CH:5]=1)([CH3:3])[CH3:2].C1(C(C)C)C=CC=CC=1, predict the reaction product. The product is: [CH3:3][C:1]([C:4]1[CH:9]=[CH:8][CH:7]=[CH:6][CH:5]=1)=[CH2:2].[C:1]([OH:10])([C:4]1[CH:9]=[CH:8][CH:7]=[CH:6][CH:5]=1)([CH3:3])[CH3:2]. (7) The product is: [Cl:1][C:2]1[CH:3]=[C:4]([CH2:9][C:10]([N:12]2[CH:21]3[CH:16]([CH2:17][CH2:18][CH2:19][CH:20]3[N:22]3[CH2:26][CH2:25][CH2:24][CH2:23]3)[N:15]([CH2:27][C:28]3[CH:29]=[N:30][CH:31]=[CH:32][CH:33]=3)[CH2:14][CH2:13]2)=[O:11])[CH:5]=[CH:6][C:7]=1[Cl:8]. Given the reactants [Cl:1][C:2]1[CH:3]=[C:4]([CH2:9][C:10]([N:12]2[CH:21]3[CH:16]([CH2:17][CH2:18][CH2:19][CH:20]3[N:22]3[CH2:26][CH2:25][CH2:24][CH2:23]3)[NH:15][CH2:14][CH2:13]2)=[O:11])[CH:5]=[CH:6][C:7]=1[Cl:8].[CH:27](=O)[C:28]1[CH:33]=[CH:32][CH:31]=[N:30][CH:29]=1.[BH-](OC(C)=O)(OC(C)=O)OC(C)=O.[Na+].C(O)(=O)C, predict the reaction product. (8) Given the reactants [CH3:1][N:2]1[CH:10]=[C:9]2[C:4]([CH:5]=[CH:6][CH:7]=[C:8]2[NH2:11])=[N:3]1.[F:12][C:13]([F:26])([F:25])[O:14][C:15]1[CH:24]=[CH:23][C:18]([CH2:19][N:20]=[C:21]=[O:22])=[CH:17][CH:16]=1, predict the reaction product. The product is: [CH3:1][N:2]1[CH:10]=[C:9]2[C:4]([CH:5]=[CH:6][CH:7]=[C:8]2[NH:11][C:21]([NH:20][CH2:19][C:18]2[CH:17]=[CH:16][C:15]([O:14][C:13]([F:12])([F:26])[F:25])=[CH:24][CH:23]=2)=[O:22])=[N:3]1. (9) Given the reactants C[Si](C)(C)N[Si](C)(C)C.C([Li])CCC.[C:15]([Si:19]([CH3:34])([CH3:33])[O:20][CH2:21][CH2:22]OC1C=CC(I)=CC=1C=O)(C)(C)C.C[Si](Cl)(C)C.[CH2:40]([N:42](CC)CC)C.C(Cl)(=O)C, predict the reaction product. The product is: [CH3:15][Si:19]([CH3:34])([CH3:33])[O:20][C:21](=[CH2:22])[N:42]=[CH2:40]. (10) Given the reactants [Si:1]([O:8][CH2:9][C@H:10]([NH:19][C:20]([C:22]1[NH:31][C:25]2=[CH:26][N:27]=[C:28]([Cl:30])[CH:29]=[C:24]2[CH:23]=1)=[O:21])[C@@H:11]([OH:18])[C:12]1[CH:17]=[CH:16][CH:15]=[CH:14][CH:13]=1)([C:4]([CH3:7])([CH3:6])[CH3:5])([CH3:3])[CH3:2].CC(OI1(OC(C)=O)(OC(C)=O)OC(=O)C2C=CC=CC1=2)=O.S([O-])([O-])(=O)=S.[Na+].[Na+].[O-]S([O-])=O.[Na+].[Na+], predict the reaction product. The product is: [Si:1]([O:8][CH2:9][C@H:10]([NH:19][C:20]([C:22]1[NH:31][C:25]2=[CH:26][N:27]=[C:28]([Cl:30])[CH:29]=[C:24]2[CH:23]=1)=[O:21])[C:11](=[O:18])[C:12]1[CH:13]=[CH:14][CH:15]=[CH:16][CH:17]=1)([C:4]([CH3:7])([CH3:5])[CH3:6])([CH3:3])[CH3:2].